From a dataset of Reaction yield outcomes from USPTO patents with 853,638 reactions. Predict the reaction yield, written as a fraction of the theoretical maximum amount of product (1.0 means a 100% yield; for example, 0.34 means a 34% yield). (1) The yield is 0.0492. The product is [F:9][C:4]1[CH:3]=[C:2]([N:10]2[CH:14]=[CH:13][CH:12]=[CH:11]2)[CH:7]=[CH:6][C:5]=1[OH:8]. The catalyst is CN(C=O)C.[Cu]I.O. The reactants are Br[C:2]1[CH:7]=[CH:6][C:5]([OH:8])=[C:4]([F:9])[CH:3]=1.[NH:10]1[CH:14]=[CH:13][CH:12]=[CH:11]1.P([O-])([O-])([O-])=O.[K+].[K+].[K+].CNCCNC.Cl. (2) The reactants are [CH3:1][O:2][C:3](=[O:19])[C:4]1[CH:9]=[CH:8][CH:7]=[C:6]([CH2:10][NH:11][C:12]([O:14][C:15]([CH3:18])([CH3:17])[CH3:16])=[O:13])[CH:5]=1.[H-].[Na+].[CH3:22]I. The catalyst is CN(C)C=O. The product is [CH3:1][O:2][C:3](=[O:19])[C:4]1[CH:9]=[CH:8][CH:7]=[C:6]([CH2:10][N:11]([C:12]([O:14][C:15]([CH3:16])([CH3:18])[CH3:17])=[O:13])[CH3:22])[CH:5]=1. The yield is 0.570. (3) The reactants are C[O:2][C:3](=O)[CH2:4][O:5][C:6]1[CH:7]=[N:8][C:9]([CH2:12][OH:13])=[CH:10][CH:11]=1.COC(=O)CCl.FC(F)(F)C(OC(=O)C(F)(F)F)=O.[NH3:34]. The catalyst is CO. The product is [OH:13][CH2:12][C:9]1[N:8]=[CH:7][C:6]([O:5][CH2:4][C:3]([NH2:34])=[O:2])=[CH:11][CH:10]=1. The yield is 1.00. (4) The reactants are [ClH:1].[CH2:2]([N:4]([CH3:24])[CH:5]1[CH2:10][CH2:9][N:8]([C:11](=[O:23])[CH2:12][CH2:13][C:14]2[N:15]([CH2:19][C:20]([OH:22])=[O:21])[CH:16]=[CH:17][N:18]=2)[CH2:7][CH2:6]1)[CH3:3]. The catalyst is O. The product is [ClH:1].[CH2:2]([N:4]([CH3:24])[CH:5]1[CH2:6][CH2:7][N:8]([C:11](=[O:23])[CH2:12][CH2:13][C:14]2[N:15]([CH2:19][C:20]([OH:22])=[O:21])[CH:16]=[CH:17][N:18]=2)[CH2:9][CH2:10]1)[CH3:3]. The yield is 0.890.